From a dataset of Reaction yield outcomes from USPTO patents with 853,638 reactions. Predict the reaction yield, written as a fraction of the theoretical maximum amount of product (1.0 means a 100% yield; for example, 0.34 means a 34% yield). (1) The reactants are [CH3:1][O:2][C:3](=[O:31])[NH:4][CH:5]([C:9]([N:11]1[CH:18]([C:19]2[NH:20][C:21]([C:24]3[CH:29]=[CH:28][C:27](Br)=[CH:26][CH:25]=3)=[CH:22][N:23]=2)[CH2:17][C:13]2([CH2:16][CH2:15][CH2:14]2)[O:12]1)=[O:10])[CH:6]([CH3:8])[CH3:7].[B:32]1([B:32]2[O:36][C:35]([CH3:38])([CH3:37])[C:34]([CH3:40])([CH3:39])[O:33]2)[O:36][C:35]([CH3:38])([CH3:37])[C:34]([CH3:40])([CH3:39])[O:33]1.C([O-])(=O)C.[K+]. The catalyst is O1CCOCC1.C1C=CC(P(C2C=CC=CC=2)[C-]2C=CC=C2)=CC=1.C1C=CC(P(C2C=CC=CC=2)[C-]2C=CC=C2)=CC=1.Cl[Pd]Cl.[Fe+2]. The product is [CH3:1][O:2][C:3](=[O:31])[NH:4][CH:5]([C:9]([N:11]1[CH:18]([C:19]2[NH:20][C:21]([C:24]3[CH:29]=[CH:28][C:27]([B:32]4[O:36][C:35]([CH3:38])([CH3:37])[C:34]([CH3:40])([CH3:39])[O:33]4)=[CH:26][CH:25]=3)=[CH:22][N:23]=2)[CH2:17][C:13]2([CH2:16][CH2:15][CH2:14]2)[O:12]1)=[O:10])[CH:6]([CH3:8])[CH3:7]. The yield is 0.870. (2) The reactants are [CH2:1]([N:3]1[CH2:7][CH2:6][CH:5]([O:8][C:9]2[CH:14]=[CH:13][C:12]([N+:15]([O-])=O)=[C:11]([CH3:18])[CH:10]=2)[CH2:4]1)[CH3:2]. The catalyst is CO.[Pd]. The product is [CH2:1]([N:3]1[CH2:7][CH2:6][CH:5]([O:8][C:9]2[CH:14]=[CH:13][C:12]([NH2:15])=[C:11]([CH3:18])[CH:10]=2)[CH2:4]1)[CH3:2]. The yield is 0.990. (3) The reactants are [C:1]([C:3]1[CH:19]=[CH:18][C:6]([O:7][C:8]2[CH:9]=[CH:10][C:11]3[B:15]([OH:16])[O:14][CH2:13][C:12]=3[CH:17]=2)=[C:5]([CH:20]=[O:21])[CH:4]=1)#[N:2].[BH4-].[Na+]. The catalyst is CO. The product is [C:1]([C:3]1[CH:19]=[CH:18][C:6]([O:7][C:8]2[CH:9]=[CH:10][C:11]3[B:15]([OH:16])[O:14][CH2:13][C:12]=3[CH:17]=2)=[C:5]([CH2:20][OH:21])[CH:4]=1)#[N:2]. The yield is 0.600. (4) The reactants are [Cl:1][C:2]1[CH:7]=[CH:6][N:5]=[C:4]([C:8](Cl)=[O:9])[CH:3]=1.[CH3:11][C:12]([OH:15])([CH3:14])[CH3:13]. The catalyst is C(Cl)Cl.CN(C1C=CN=CC=1)C.N1C=CC=CC=1. The product is [C:12]([O:15][C:8]([C:4]1[CH:3]=[C:2]([Cl:1])[CH:7]=[CH:6][N:5]=1)=[O:9])([CH3:14])([CH3:13])[CH3:11]. The yield is 0.490. (5) The reactants are [Cl:1][C:2]1[CH:3]=[C:4]([CH2:8][C:9]([OH:11])=O)[CH:5]=[CH:6][CH:7]=1.[CH3:12][C:13]1(C)[O:18]C(=O)[CH2:16][C:15](=O)[O:14]1. No catalyst specified. The product is [Cl:1][C:2]1[CH:3]=[C:4]([CH2:8][C:9](=[O:11])[CH2:12][C:13]([O:14][CH2:15][CH3:16])=[O:18])[CH:5]=[CH:6][CH:7]=1. The yield is 0.430. (6) The reactants are [OH:1][C:2]1[CH:3]=[C:4]2[C:9](=[CH:10][CH:11]=1)[C:8](=[O:12])[C:7](=[C:13]([C:15]1[CH:20]=[CH:19][CH:18]=[CH:17][CH:16]=1)[CH3:14])[CH2:6][CH2:5]2.C([O-])([O-])=O.[K+].[K+].Br.Br[CH2:29][CH2:30][C:31]1[N:32]=[CH:33][NH:34][CH:35]=1. The catalyst is CN(C=O)C.O. The product is [NH:34]1[CH:35]=[C:31]([CH2:30][CH2:29][O:1][C:2]2[CH:3]=[C:4]3[C:9](=[CH:10][CH:11]=2)[C:8](=[O:12])[C:7](=[C:13]([C:15]2[CH:20]=[CH:19][CH:18]=[CH:17][CH:16]=2)[CH3:14])[CH2:6][CH2:5]3)[N:32]=[CH:33]1. The yield is 0.490.